This data is from Merck oncology drug combination screen with 23,052 pairs across 39 cell lines. The task is: Regression. Given two drug SMILES strings and cell line genomic features, predict the synergy score measuring deviation from expected non-interaction effect. (1) Drug 1: Cn1nnc2c(C(N)=O)ncn2c1=O. Drug 2: COC1=C2CC(C)CC(OC)C(O)C(C)C=C(C)C(OC(N)=O)C(OC)C=CC=C(C)C(=O)NC(=CC1=O)C2=O. Cell line: UWB1289BRCA1. Synergy scores: synergy=-10.6. (2) Drug 1: CN1C(=O)C=CC2(C)C3CCC4(C)C(NC(=O)OCC(F)(F)F)CCC4C3CCC12. Drug 2: O=P1(N(CCCl)CCCl)NCCCO1. Cell line: RKO. Synergy scores: synergy=20.4. (3) Drug 1: COc1cc(C2c3cc4c(cc3C(OC3OC5COC(C)OC5C(O)C3O)C3COC(=O)C23)OCO4)cc(OC)c1O. Drug 2: Cn1nnc2c(C(N)=O)ncn2c1=O. Cell line: SW837. Synergy scores: synergy=-18.7. (4) Drug 1: CCC1=CC2CN(C1)Cc1c([nH]c3ccccc13)C(C(=O)OC)(c1cc3c(cc1OC)N(C)C1C(O)(C(=O)OC)C(OC(C)=O)C4(CC)C=CCN5CCC31C54)C2. Drug 2: C=CCn1c(=O)c2cnc(Nc3ccc(N4CCN(C)CC4)cc3)nc2n1-c1cccc(C(C)(C)O)n1. Cell line: UWB1289BRCA1. Synergy scores: synergy=0.857.